From a dataset of Reaction yield outcomes from USPTO patents with 853,638 reactions. Predict the reaction yield, written as a fraction of the theoretical maximum amount of product (1.0 means a 100% yield; for example, 0.34 means a 34% yield). The reactants are [CH3:1][O:2][C:3]1[CH:4]=[C:5]2[C:10](=[CH:11][C:12]=1[O:13][CH2:14][CH2:15][O:16][CH2:17][CH2:18][O:19][CH3:20])[N:9]=[CH:8][NH:7][C:6]2=O.S(Cl)([Cl:24])=O. The catalyst is CN(C=O)C. The product is [Cl:24][C:6]1[C:5]2[C:10](=[CH:11][C:12]([O:13][CH2:14][CH2:15][O:16][CH2:17][CH2:18][O:19][CH3:20])=[C:3]([O:2][CH3:1])[CH:4]=2)[N:9]=[CH:8][N:7]=1. The yield is 0.870.